This data is from Forward reaction prediction with 1.9M reactions from USPTO patents (1976-2016). The task is: Predict the product of the given reaction. Given the reactants [NH2:1][C:2]1[CH:7]=[C:6]([O:8][CH:9]([CH3:11])[CH3:10])[CH:5]=[CH:4][C:3]=1[NH:12][C:13](=O)[CH2:14][CH2:15][CH2:16][CH2:17][N:18]([CH2:22][C@@H:23]1[C@@H:30]2[C@@H:26]([O:27][C:28]([CH3:32])([CH3:31])[O:29]2)[C@H:25]([N:33]2[CH:41]=[N:40][C:39]3[C:34]2=[N:35][CH:36]=[N:37][C:38]=3[NH2:42])[O:24]1)[CH:19]([CH3:21])[CH3:20], predict the reaction product. The product is: [CH:9]([O:8][C:6]1[CH:5]=[CH:4][C:3]2[NH:12][C:13]([CH2:14][CH2:15][CH2:16][CH2:17][N:18]([CH2:22][C@@H:23]3[C@H:30]4[O:29][C:28]([CH3:32])([CH3:31])[O:27][C@H:26]4[C@H:25]([N:33]4[CH:41]=[N:40][C:39]5[C:34]4=[N:35][CH:36]=[N:37][C:38]=5[NH2:42])[O:24]3)[CH:19]([CH3:21])[CH3:20])=[N:1][C:2]=2[CH:7]=1)([CH3:11])[CH3:10].